From a dataset of Catalyst prediction with 721,799 reactions and 888 catalyst types from USPTO. Predict which catalyst facilitates the given reaction. (1) Reactant: [NH2:1][C:2]1[CH:24]=[CH:23][C:5]([O:6][CH2:7][CH2:8][C:9]2[N:14]=[C:13]([NH:15][C:16](=[O:22])[O:17][C:18]([CH3:21])([CH3:20])[CH3:19])[CH:12]=[CH:11][CH:10]=2)=[CH:4][CH:3]=1.[CH3:25][N:26]([CH3:36])[C:27]1[CH:35]=[CH:34][CH:33]=[CH:32][C:28]=1[C:29](O)=[O:30].ON1C2C=CC=CC=2N=N1.Cl.CN(C)CCCN=C=NCC. Product: [CH3:25][N:26]([CH3:36])[C:27]1[CH:35]=[CH:34][CH:33]=[CH:32][C:28]=1[C:29]([NH:1][C:2]1[CH:3]=[CH:4][C:5]([O:6][CH2:7][CH2:8][C:9]2[N:14]=[C:13]([NH:15][C:16](=[O:22])[O:17][C:18]([CH3:21])([CH3:19])[CH3:20])[CH:12]=[CH:11][CH:10]=2)=[CH:23][CH:24]=1)=[O:30]. The catalyst class is: 289. (2) The catalyst class is: 15. Reactant: CO[CH:3]([O:21]C)[CH:4]([N:6]([CH3:20])[C:7]([NH:9][C:10]1[CH:15]=[C:14]([C:16]([F:19])([F:18])[F:17])[CH:13]=[CH:12][N:11]=1)=[O:8])[CH3:5].O. Product: [OH:21][CH:3]1[CH:4]([CH3:5])[N:6]([CH3:20])[C:7](=[O:8])[N:9]1[C:10]1[CH:15]=[C:14]([C:16]([F:17])([F:18])[F:19])[CH:13]=[CH:12][N:11]=1. (3) Reactant: [CH3:1][O:2][C:3]1[N:8]=[C:7]([CH3:9])[C:6](B(O)O)=[CH:5][CH:4]=1.[OH:13]O.CO.C(Cl)(Cl)Cl. Product: [CH3:1][O:2][C:3]1[N:8]=[C:7]([CH3:9])[C:6]([OH:13])=[CH:5][CH:4]=1. The catalyst class is: 6. (4) Reactant: [CH3:1][N:2]([C@@H:12]1[C@H:17]([CH3:18])[CH2:16][CH2:15][NH:14][CH2:13]1)[C:3]1[C:4]2[O:11][CH2:10][CH2:9][C:5]=2[N:6]=[CH:7][N:8]=1.[C:19]([CH2:21][C:22](ON1C(=O)CCC1=O)=[O:23])#[N:20]. The catalyst class is: 125. Product: [N:6]1[C:5]2[CH2:9][CH2:10][O:11][C:4]=2[C:3]([N:2]([CH3:1])[C@@H:12]2[C@H:17]([CH3:18])[CH2:16][CH2:15][N:14]([C:22](=[O:23])[CH2:21][C:19]#[N:20])[CH2:13]2)=[N:8][CH:7]=1. (5) The catalyst class is: 712. Product: [C:22]([O:25][CH2:26][C:27]1[C:28]([N:42]2[N:51]=[CH:50][C:49]3[C:44](=[C:45]([F:56])[CH:46]=[C:47]([C:52]([CH3:54])([CH3:53])[CH3:55])[CH:48]=3)[C:43]2=[O:57])=[N:29][CH:30]=[CH:31][C:32]=1[C:2]1[CH:3]=[C:4]([NH:10][C:11]2[CH:21]=[C:14]3[CH2:15][O:16][C:17]([CH3:20])([CH3:19])[CH2:18][N:13]3[N:12]=2)[C:5](=[O:9])[N:6]([CH3:8])[CH:7]=1)(=[O:24])[CH3:23]. Reactant: Br[C:2]1[CH:3]=[C:4]([NH:10][C:11]2[CH:21]=[C:14]3[CH2:15][O:16][C:17]([CH3:20])([CH3:19])[CH2:18][N:13]3[N:12]=2)[C:5](=[O:9])[N:6]([CH3:8])[CH:7]=1.[C:22]([O:25][CH2:26][C:27]1[C:28]([N:42]2[N:51]=[CH:50][C:49]3[C:44](=[C:45]([F:56])[CH:46]=[C:47]([C:52]([CH3:55])([CH3:54])[CH3:53])[CH:48]=3)[C:43]2=[O:57])=[N:29][CH:30]=[CH:31][C:32]=1B1OC(C)(C)C(C)(C)O1)(=[O:24])[CH3:23].C([O-])(=O)C.[Na+].[O-]P([O-])([O-])=O.[K+].[K+].[K+].